Dataset: Peptide-MHC class II binding affinity with 134,281 pairs from IEDB. Task: Regression. Given a peptide amino acid sequence and an MHC pseudo amino acid sequence, predict their binding affinity value. This is MHC class II binding data. (1) The peptide sequence is EPGHLAPTGMFVAGA. The MHC is DRB1_1101 with pseudo-sequence DRB1_1101. The binding affinity (normalized) is 0.136. (2) The peptide sequence is GLVVAMTFFEQVRRL. The MHC is HLA-DQA10501-DQB10301 with pseudo-sequence HLA-DQA10501-DQB10301. The binding affinity (normalized) is 0.0400. (3) The MHC is DRB3_0101 with pseudo-sequence DRB3_0101. The peptide sequence is QRILRKSKRNDGDLD. The binding affinity (normalized) is 0. (4) The peptide sequence is HVQDCDESVLTRLEA. The MHC is DRB1_0801 with pseudo-sequence DRB1_0801. The binding affinity (normalized) is 0. (5) The peptide sequence is KKDNQVAYLIIGILTLV. The MHC is DRB1_0801 with pseudo-sequence DRB1_0801. The binding affinity (normalized) is 0.493.